From a dataset of Forward reaction prediction with 1.9M reactions from USPTO patents (1976-2016). Predict the product of the given reaction. (1) Given the reactants [CH3:1][C:2]1[C:6]([C:7]2[C:16]3[O:15][CH:14]([C:17]([O:19]CC)=[O:18])[CH:13]([C:22]4[CH:27]=[CH:26][CH:25]=[CH:24][CH:23]=4)[N:12]4[C:28](=[O:30])[NH:29][C:10]([C:11]=34)=[CH:9][CH:8]=2)=[C:5]([CH3:31])[O:4][N:3]=1.O.[OH-].[Li+], predict the reaction product. The product is: [CH3:1][C:2]1[C:6]([C:7]2[C:16]3[O:15][CH:14]([C:17]([OH:19])=[O:18])[CH:13]([C:22]4[CH:27]=[CH:26][CH:25]=[CH:24][CH:23]=4)[N:12]4[C:28](=[O:30])[NH:29][C:10]([C:11]=34)=[CH:9][CH:8]=2)=[C:5]([CH3:31])[O:4][N:3]=1. (2) Given the reactants [CH3:1][C:2]1[CH:7]=[C:6]([N+:8]([O-:10])=[O:9])[CH:5]=[CH:4][C:3]=1[N:11]=[C:12]1[NH:16][C:15]([CH3:18])([CH3:17])[CH2:14][S:13]1.[CH2:19](Br)[CH:20]([CH3:22])[CH3:21], predict the reaction product. The product is: [CH3:1][C:2]1[CH:7]=[C:6]([N+:8]([O-:10])=[O:9])[CH:5]=[CH:4][C:3]=1[N:11]=[C:12]1[N:16]([CH2:19][CH:20]([CH3:22])[CH3:21])[C:15]([CH3:18])([CH3:17])[CH2:14][S:13]1. (3) Given the reactants F[C:2]1[CH:7]=[CH:6][CH:5]=[CH:4][C:3]=1[CH:8]1[CH2:13][CH2:12][CH2:11][N:10]([C:14]([C:16]2[CH:21]=[CH:20][N:19]=[C:18]([N:22]([CH3:24])[CH3:23])[CH:17]=2)=[O:15])[CH2:9]1.[CH3:25]N(C)C1C=C(C=CN=1)C(O)=O.Cl.CC1C=CC(C2CCCNC2)=CC=1, predict the reaction product. The product is: [CH3:23][N:22]([CH3:24])[C:18]1[CH:17]=[C:16]([C:14]([N:10]2[CH2:11][CH2:12][CH2:13][CH:8]([C:3]3[CH:4]=[CH:5][C:6]([CH3:25])=[CH:7][CH:2]=3)[CH2:9]2)=[O:15])[CH:21]=[CH:20][N:19]=1. (4) Given the reactants [Br:1][C:2]1[CH:7]=[C:6]([CH2:8][C:9]([C:11]2[CH:16]=[CH:15][CH:14]=[C:13]([Cl:17])[CH:12]=2)=O)[CH:5]=[CH:4][N:3]=1.[NH2:18][C:19]1[CH:24]=[CH:23][CH:22]=[CH:21][N:20]=1, predict the reaction product. The product is: [Br:1][C:2]1[CH:7]=[C:6]([C:8]2[N:20]3[CH:21]=[CH:22][CH:23]=[CH:24][C:19]3=[N:18][C:9]=2[C:11]2[CH:16]=[CH:15][CH:14]=[C:13]([Cl:17])[CH:12]=2)[CH:5]=[CH:4][N:3]=1. (5) The product is: [CH:1]([C:4]1[C:8]([CH2:9][CH2:10][CH2:11][O:12][C:24]2[C:29]([CH3:30])=[CH:28][CH:27]=[CH:26][C:25]=2[CH2:31][C:32]([OH:34])=[O:33])=[CH:7][N:6]([C:13]2[CH:18]=[CH:17][C:16]([C:19]([F:21])([F:20])[F:22])=[CH:15][N:14]=2)[N:5]=1)([CH3:3])[CH3:2]. Given the reactants [CH:1]([C:4]1[C:8]([CH2:9][CH2:10][CH2:11][OH:12])=[CH:7][N:6]([C:13]2[CH:18]=[CH:17][C:16]([C:19]([F:22])([F:21])[F:20])=[CH:15][N:14]=2)[N:5]=1)([CH3:3])[CH3:2].O[C:24]1[C:29]([CH3:30])=[CH:28][CH:27]=[CH:26][C:25]=1[CH2:31][C:32]([O:34]C)=[O:33].C(P(CCCC)CCCC)CCC.N(C(N1CCCCC1)=O)=NC(N1CCCCC1)=O, predict the reaction product. (6) Given the reactants [ClH:1].[O:2]([NH2:4])[CH3:3].[C:5]1([C:11]#[C:12][C:13]2[CH:14]=[C:15]([C:19](=O)[CH3:20])[CH:16]=[N:17][CH:18]=2)[CH:10]=[CH:9][CH:8]=[CH:7][CH:6]=1.C(=O)([O-])[O-].[K+].[K+], predict the reaction product. The product is: [ClH:1].[CH3:3][O:2][N:4]=[C:19]([C:15]1[CH:16]=[N:17][CH:18]=[C:13]([C:12]#[C:11][C:5]2[CH:10]=[CH:9][CH:8]=[CH:7][CH:6]=2)[CH:14]=1)[CH3:20]. (7) The product is: [Cl:1][C:2]1[CH:3]=[CH:4][C:5]([O:37][CH3:38])=[C:6]([C:8]2[C:17]3[C:12](=[CH:13][C:14]([S:18]([NH:21][C:22]4[S:23][CH:24]=[CH:25][N:26]=4)(=[O:20])=[O:19])=[CH:15][CH:16]=3)[C:11](=[O:36])[NH:10][N:9]=2)[CH:7]=1. Given the reactants [Cl:1][C:2]1[CH:3]=[CH:4][C:5]([O:37][CH3:38])=[C:6]([C:8]2[C:17]3[C:12](=[CH:13][C:14]([S:18]([N:21](CC4C=CC(OC)=CC=4)[C:22]4[S:23][CH:24]=[CH:25][N:26]=4)(=[O:20])=[O:19])=[CH:15][CH:16]=3)[C:11](=[O:36])[NH:10][N:9]=2)[CH:7]=1.C(Cl)Cl.C(O)(C(F)(F)F)=O, predict the reaction product.